This data is from Full USPTO retrosynthesis dataset with 1.9M reactions from patents (1976-2016). The task is: Predict the reactants needed to synthesize the given product. (1) Given the product [I:1][C:2]1[CH:11]=[C:10]([N+:12]([O-:14])=[O:13])[CH:9]=[CH:8][C:3]=1[CH2:4][OH:5], predict the reactants needed to synthesize it. The reactants are: [I:1][C:2]1[CH:11]=[C:10]([N+:12]([O-:14])=[O:13])[CH:9]=[CH:8][C:3]=1[C:4](OC)=[O:5].[BH4-].[Li+].O.C(OCC)(=O)C. (2) Given the product [CH3:15][C:12]([CH3:13])([CH3:14])[C:11]([C:10]1[C:4]2[C:5](=[N:6][CH:7]=[C:2]([NH:34][S:31]([C:25]3[CH:30]=[CH:29][CH:28]=[CH:27][CH:26]=3)(=[O:33])=[O:32])[N:3]=2)[NH:8][CH:9]=1)=[O:16], predict the reactants needed to synthesize it. The reactants are: Br[C:2]1[N:3]=[C:4]2[C:10]([C:11](=[O:16])[C:12]([CH3:15])([CH3:14])[CH3:13])=[CH:9][N:8](COCC[Si](C)(C)C)[C:5]2=[N:6][CH:7]=1.[C:25]1([S:31]([NH2:34])(=[O:33])=[O:32])[CH:30]=[CH:29][CH:28]=[CH:27][CH:26]=1.CN(C)CC(O)=O.[O-]P([O-])([O-])=O.[K+].[K+].[K+]. (3) The reactants are: Cl[C:2]1[S:3][C:4]([C:7](=[O:9])[CH3:8])=[CH:5][N:6]=1.[C:10]1([S-:16])[CH:15]=[CH:14][CH:13]=[CH:12][CH:11]=1.[Na+].CC(C)=O.[OH-].[Na+]. Given the product [C:10]1([S:16][C:2]2[S:3][C:4]([C:7](=[O:9])[CH3:8])=[CH:5][N:6]=2)[CH:15]=[CH:14][CH:13]=[CH:12][CH:11]=1, predict the reactants needed to synthesize it. (4) The reactants are: [F:1][C:2]1[CH:30]=[C:29]([F:31])[CH:28]=[CH:27][C:3]=1[O:4][CH2:5][C@@H:6]([O:10][C:11]1[CH:12]=[C:13]2[C:17](=[CH:18][CH:19]=1)[N:16]([C:20]1[CH:25]=[CH:24][C:23]([F:26])=[CH:22][CH:21]=1)[N:15]=[CH:14]2)[C@@H:7]([NH2:9])[CH3:8].[F:32][C:33]([F:44])([F:43])[C:34](O[C:34](=[O:35])[C:33]([F:44])([F:43])[F:32])=[O:35]. Given the product [F:1][C:2]1[CH:30]=[C:29]([F:31])[CH:28]=[CH:27][C:3]=1[O:4][CH2:5][C@@H:6]([O:10][C:11]1[CH:12]=[C:13]2[C:17](=[CH:18][CH:19]=1)[N:16]([C:20]1[CH:25]=[CH:24][C:23]([F:26])=[CH:22][CH:21]=1)[N:15]=[CH:14]2)[C@@H:7]([NH:9][C:34](=[O:35])[C:33]([F:44])([F:43])[F:32])[CH3:8], predict the reactants needed to synthesize it. (5) The reactants are: [C:1]1(=[O:14])[C:6]2=[CH:7][C:8]3[CH2:9][CH2:10][CH2:11][CH2:12][C:13]=3[N:5]2[CH2:4][CH2:3][NH:2]1.Br[C:16]1[CH:23]=[N:22][CH:21]=[C:20]([Br:24])[C:17]=1[CH:18]=[O:19].C1(P(C2C=CC=CC=2)C2C3OC4C(=CC=CC=4P(C4C=CC=CC=4)C4C=CC=CC=4)C(C)(C)C=3C=CC=2)C=CC=CC=1.C([O-])([O-])=O.[Cs+].[Cs+]. Given the product [Br:24][C:20]1[CH:21]=[N:22][CH:23]=[C:16]([N:2]2[CH2:3][CH2:4][N:5]3[C:13]4[CH2:12][CH2:11][CH2:10][CH2:9][C:8]=4[CH:7]=[C:6]3[C:1]2=[O:14])[C:17]=1[CH:18]=[O:19], predict the reactants needed to synthesize it. (6) Given the product [CH2:17]([O:11][C:10](=[O:12])[CH2:9][C:4]1[CH:5]=[CH:6][C:7]([OH:8])=[C:2]([Br:1])[CH:3]=1)[CH3:18], predict the reactants needed to synthesize it. The reactants are: [Br:1][C:2]1[CH:3]=[C:4]([CH2:9][C:10]([OH:12])=[O:11])[CH:5]=[CH:6][C:7]=1[OH:8].S(Cl)(Cl)=O.[CH3:17][CH2:18]O.